Dataset: Reaction yield outcomes from USPTO patents with 853,638 reactions. Task: Predict the reaction yield, written as a fraction of the theoretical maximum amount of product (1.0 means a 100% yield; for example, 0.34 means a 34% yield). (1) The reactants are [N+:1]([C:4]1[CH:14]=[CH:13][C:7]([O:8][CH2:9][C:10]([OH:12])=[O:11])=[CH:6][CH:5]=1)([O-:3])=[O:2].C(N(CC)CC)C.Cl[CH2:23][C:24]([O:26][CH3:27])=[O:25]. The catalyst is CC(C)=O. The product is [CH3:27][O:26][C:24]([CH2:23][O:11][C:10](=[O:12])[CH2:9][O:8][C:7]1[CH:6]=[CH:5][C:4]([N+:1]([O-:3])=[O:2])=[CH:14][CH:13]=1)=[O:25]. The yield is 0.908. (2) The reactants are [CH3:1][O:2][C:3](=[O:20])[CH:4]([O:6][C:7]1[CH:12]=[CH:11][C:10]([NH:13][C:14]([O:16][CH2:17][CH2:18][OH:19])=[O:15])=[CH:9][CH:8]=1)[CH3:5].[CH3:21][O:22][C:23](=[O:36])[CH:24]([O:26][C:27]1[CH:32]=[CH:31][C:30]([N:33]=[C:34]=[O:35])=[CH:29][CH:28]=1)[CH3:25]. The catalyst is C1(C)C=CC=CC=1. The product is [CH3:1][O:2][C:3](=[O:20])[CH:4]([O:6][C:7]1[CH:12]=[CH:11][C:10]([NH:13][C:14]([O:16][CH2:17][CH2:18][O:19][C:34](=[O:35])[NH:33][C:30]2[CH:29]=[CH:28][C:27]([O:26][CH:24]([C:23]([O:22][CH3:21])=[O:36])[CH3:25])=[CH:32][CH:31]=2)=[O:15])=[CH:9][CH:8]=1)[CH3:5]. The yield is 0.618. (3) The reactants are [Cl:1][C:2]1[CH:3]=[CH:4][C:5]([S:9]([CH3:11])=O)=[C:6]([CH:8]=1)[NH2:7].[Cl:12][C:13]1[CH:14]=[C:15]([S:20](Cl)(=[O:22])=[O:21])[CH:16]=[CH:17][C:18]=1[Cl:19]. No catalyst specified. The product is [Cl:12][C:13]1[CH:14]=[C:15]([S:20]([NH:7][C:6]2[CH:8]=[C:2]([Cl:1])[CH:3]=[CH:4][C:5]=2[S:9][CH3:11])(=[O:21])=[O:22])[CH:16]=[CH:17][C:18]=1[Cl:19]. The yield is 0.210.